From a dataset of Forward reaction prediction with 1.9M reactions from USPTO patents (1976-2016). Predict the product of the given reaction. (1) The product is: [CH2:42]([O:49][NH:50][C@H:2]1[CH2:6][N:5]([C:7](=[O:12])[C:8]([F:11])([F:10])[F:9])[C@H:4]([C:13]([O:15][CH2:16][CH:17]=[CH2:18])=[O:14])[CH2:3]1)[C:43]1[CH:48]=[CH:47][CH:46]=[CH:45][CH:44]=1. Given the reactants O[C@@H:2]1[CH2:6][N:5]([C:7](=[O:12])[C:8]([F:11])([F:10])[F:9])[C@H:4]([C:13]([O:15][CH2:16][CH:17]=[CH2:18])=[O:14])[CH2:3]1.N1C(C)=CC=CC=1C.FC(F)(F)S(OS(C(F)(F)F)(=O)=O)(=O)=O.[CH2:42]([O:49][NH2:50])[C:43]1[CH:48]=[CH:47][CH:46]=[CH:45][CH:44]=1, predict the reaction product. (2) Given the reactants [Cl:1][C:2]1[CH:3]=[CH:4][C:5]([C:37]#[N:38])=[C:6]([C:8]2[C:13]([O:14][CH:15]([CH3:17])[CH3:16])=[CH:12][N:11]([CH:18]([CH3:35])[C:19]([NH:21][C:22]3[CH:34]=[CH:33][C:25]([C:26]([O:28]C(C)(C)C)=[O:27])=[CH:24][CH:23]=3)=[O:20])[C:10](=[O:36])[CH:9]=2)[CH:7]=1.C(O)(C(F)(F)F)=O, predict the reaction product. The product is: [Cl:1][C:2]1[CH:3]=[CH:4][C:5]([C:37]#[N:38])=[C:6]([C:8]2[C:13]([O:14][CH:15]([CH3:16])[CH3:17])=[CH:12][N:11]([CH:18]([CH3:35])[C:19]([NH:21][C:22]3[CH:23]=[CH:24][C:25]([C:26]([OH:28])=[O:27])=[CH:33][CH:34]=3)=[O:20])[C:10](=[O:36])[CH:9]=2)[CH:7]=1. (3) Given the reactants C([N:3]([CH2:6]C)CC)C.C1C=CC(P(N=[N+]=[N-])(C2C=CC=CC=2)=[O:15])=CC=1.C(O)(=O)[C:26]1[CH:31]=[CH:30][CH:29]=[N:28][CH:27]=1.[S:34]1[C:38]2[CH:39]=[C:40]([NH:43][CH2:44][C:45](=O)[CH2:46][CH3:47])[CH:41]=[CH:42][C:37]=2[N:36]=[CH:35]1, predict the reaction product. The product is: [S:34]1[C:38]2[CH:39]=[C:40]([N:43]3[CH:44]=[C:45]([CH2:46][CH3:47])[N:3]([C:26]4[CH:27]=[N:28][CH:29]=[CH:30][CH:31]=4)[C:6]3=[O:15])[CH:41]=[CH:42][C:37]=2[N:36]=[CH:35]1. (4) Given the reactants [NH2:1][C:2]1[N:7]=[CH:6][C:5]([C:8]([N:10]=[S:11]([CH2:14][CH2:15][CH2:16][CH2:17][C:18]([O:20][CH3:21])=[O:19])([CH3:13])=[O:12])=[O:9])=[CH:4][C:3]=1[C:22]#[C:23][C:24]1[CH:29]=[CH:28][CH:27]=[C:26]([NH2:30])[CH:25]=1.[CH3:31][O:32][C:33]1[CH:34]=[C:35]([CH:39]=[CH:40][CH:41]=1)[C:36](O)=[O:37], predict the reaction product. The product is: [NH2:1][C:2]1[N:7]=[CH:6][C:5]([C:8]([N:10]=[S:11]([CH2:14][CH2:15][CH2:16][CH2:17][C:18]([O:20][CH3:21])=[O:19])([CH3:13])=[O:12])=[O:9])=[CH:4][C:3]=1[C:22]#[C:23][C:24]1[CH:29]=[CH:28][CH:27]=[C:26]([NH:30][C:36](=[O:37])[C:35]2[CH:39]=[CH:40][CH:41]=[C:33]([O:32][CH3:31])[CH:34]=2)[CH:25]=1. (5) Given the reactants C1(C[N:8]2[CH2:14][CH2:13][C:12]3=[CH:15][NH:16][N:17]=[C:11]3[CH2:10][CH2:9]2)C=CC=CC=1.[ClH:18], predict the reaction product. The product is: [ClH:18].[N:17]1[NH:16][CH:15]=[C:12]2[CH2:13][CH2:14][NH:8][CH2:9][CH2:10][C:11]=12. (6) Given the reactants [CH:1]([N:4]1[C:8]([C:9]2[N:18]=[C:17]3[N:11]([CH2:12][CH2:13][O:14][C:15]4[CH:22]=[CH:21][C:20]([S:23]([O-])(=[O:25])=[O:24])=[CH:19][C:16]=43)[CH:10]=2)=[N:7][CH:6]=[N:5]1)([CH3:3])[CH3:2].[Na+].C(Cl)(=O)C(Cl)=O.CN(C=O)C.[C:39]([N:43]1[CH2:48][CH2:47][NH:46][CH2:45][CH2:44]1)([CH3:42])([CH3:41])[CH3:40].CCN(CC)CC, predict the reaction product. The product is: [C:39]([N:43]1[CH2:48][CH2:47][N:46]([S:23]([C:20]2[CH:21]=[CH:22][C:15]3[O:14][CH2:13][CH2:12][N:11]4[CH:10]=[C:9]([C:8]5[N:4]([CH:1]([CH3:3])[CH3:2])[N:5]=[CH:6][N:7]=5)[N:18]=[C:17]4[C:16]=3[CH:19]=2)(=[O:24])=[O:25])[CH2:45][CH2:44]1)([CH3:42])([CH3:41])[CH3:40].